Dataset: Peptide-MHC class II binding affinity with 134,281 pairs from IEDB. Task: Regression. Given a peptide amino acid sequence and an MHC pseudo amino acid sequence, predict their binding affinity value. This is MHC class II binding data. (1) The peptide sequence is AAATAGTTVYWAFAA. The MHC is HLA-DQA10401-DQB10402 with pseudo-sequence HLA-DQA10401-DQB10402. The binding affinity (normalized) is 0.429. (2) The peptide sequence is KGNFQRLAITKGKVD. The MHC is DRB1_0405 with pseudo-sequence DRB1_0405. The binding affinity (normalized) is 0.499. (3) The peptide sequence is QGSVITVQGADDIKK. The MHC is DRB1_1501 with pseudo-sequence DRB1_1501. The binding affinity (normalized) is 0.0662. (4) The peptide sequence is KSTNGLRIKSYEDAK. The MHC is HLA-DQA10201-DQB10202 with pseudo-sequence HLA-DQA10201-DQB10202. The binding affinity (normalized) is 0.144. (5) The peptide sequence is NSYIAEMETESWIVD. The MHC is DRB1_0404 with pseudo-sequence DRB1_0404. The binding affinity (normalized) is 0.406. (6) The peptide sequence is DVFYNGAYFVSSGKY. The MHC is HLA-DPA10201-DPB10501 with pseudo-sequence HLA-DPA10201-DPB10501. The binding affinity (normalized) is 0.487. (7) The peptide sequence is GELQIVDKIWAAFKI. The MHC is DRB1_1201 with pseudo-sequence DRB1_1201. The binding affinity (normalized) is 0.737. (8) The peptide sequence is HECLQIVTKDESSIN. The MHC is DRB1_0101 with pseudo-sequence DRB1_0101. The binding affinity (normalized) is 0.0641. (9) The peptide sequence is ERIFKRFDTNGDGKI. The MHC is DRB1_1501 with pseudo-sequence DRB1_1501. The binding affinity (normalized) is 0.405. (10) The peptide sequence is NYEQQEQASQQILSS. The MHC is DRB5_0101 with pseudo-sequence DRB5_0101. The binding affinity (normalized) is 0.280.